Dataset: Forward reaction prediction with 1.9M reactions from USPTO patents (1976-2016). Task: Predict the product of the given reaction. (1) Given the reactants [SH:1][CH2:2][CH2:3][N:4]([CH2:19][CH2:20][C:21]1[CH:26]=[CH:25][CH:24]=[CH:23][CH:22]=1)[C:5](=[O:18])[NH:6][C@@H:7]([CH3:17])[C:8]([N:10]1[CH2:15][CH2:14][N:13]([CH3:16])[CH2:12][CH2:11]1)=[O:9].C(N(CC)CC)C.[C:34](Cl)(=[O:41])[C:35]1[CH:40]=[CH:39][CH:38]=[CH:37][CH:36]=1, predict the reaction product. The product is: [C:34]([S:1][CH2:2][CH2:3][N:4]([CH2:19][CH2:20][C:21]1[CH:22]=[CH:23][CH:24]=[CH:25][CH:26]=1)[C:5](=[O:18])[NH:6][C@@H:7]([CH3:17])[C:8]([N:10]1[CH2:11][CH2:12][N:13]([CH3:16])[CH2:14][CH2:15]1)=[O:9])(=[O:41])[C:35]1[CH:40]=[CH:39][CH:38]=[CH:37][CH:36]=1. (2) Given the reactants [F:1][CH:2]([F:15])[C:3](=[N:13]O)[NH:4][C:5]1[C:10]([CH3:11])=[N:9][CH:8]=[C:7]([CH3:12])[N:6]=1.[OH-].[NH4+], predict the reaction product. The product is: [F:1][CH:2]([F:15])[C:3]1[N:4]=[C:5]2[C:10]([CH3:11])=[N:9][CH:8]=[C:7]([CH3:12])[N:6]2[N:13]=1. (3) Given the reactants [H-].[Al+3].[Li+].[H-].[H-].[H-].[F:7][CH:8]([CH2:14][CH:15]1[CH2:20][CH2:19][CH:18]([CH:21]2[CH2:26][CH2:25][CH:24]([CH2:27][CH2:28][CH3:29])[CH2:23][CH2:22]2)[CH2:17][CH2:16]1)[C:9](OCC)=[O:10].Cl.C(OCC)(=O)C, predict the reaction product. The product is: [F:7][CH:8]([CH2:14][CH:15]1[CH2:20][CH2:19][CH:18]([CH:21]2[CH2:22][CH2:23][CH:24]([CH2:27][CH2:28][CH3:29])[CH2:25][CH2:26]2)[CH2:17][CH2:16]1)[CH2:9][OH:10]. (4) Given the reactants [CH2:1]([O:8][C:9]1[N:14]2[CH:15]=[CH:16][N:17]=[C:13]2[CH:12]=[C:11]([C:18]2[CH:23]=[CH:22][CH:21]=[CH:20][CH:19]=2)[CH:10]=1)[C:2]1[CH:7]=[CH:6][CH:5]=[CH:4][CH:3]=1.[I:24]N1C(=O)CCC1=O, predict the reaction product. The product is: [CH2:1]([O:8][C:9]1[N:14]2[C:15]([I:24])=[CH:16][N:17]=[C:13]2[CH:12]=[C:11]([C:18]2[CH:23]=[CH:22][CH:21]=[CH:20][CH:19]=2)[CH:10]=1)[C:2]1[CH:3]=[CH:4][CH:5]=[CH:6][CH:7]=1. (5) The product is: [CH3:26][O:25][C:23](=[O:24])[CH2:22][C:15]1([C:12]2[CH:13]=[CH:14][C:9]([O:8][CH2:1][C:2]3[CH:7]=[CH:6][CH:5]=[CH:4][CH:3]=3)=[CH:10][CH:11]=2)[CH2:16][CH2:17][CH2:18][O:20]1. Given the reactants [CH2:1]([O:8][C:9]1[CH:14]=[CH:13][C:12]([C:15](=[O:20])[CH2:16][CH2:17][CH2:18]Cl)=[CH:11][CH:10]=1)[C:2]1[CH:7]=[CH:6][CH:5]=[CH:4][CH:3]=1.Br[CH2:22][C:23]([O:25][CH3:26])=[O:24].II, predict the reaction product. (6) Given the reactants [NH2:1][CH:2]1[CH2:7][N:6]([C:8]([O:10][C:11]([CH3:14])([CH3:13])[CH3:12])=[O:9])[CH2:5][CH:4]=[C:3]1[C:15]1[CH:20]=[CH:19][C:18]([F:21])=[CH:17][CH:16]=1.C(N(CC)CC)C.[C:29](OC(=O)C)(=[O:31])[CH3:30], predict the reaction product. The product is: [C:29]([NH:1][CH:2]1[CH2:7][N:6]([C:8]([O:10][C:11]([CH3:14])([CH3:13])[CH3:12])=[O:9])[CH2:5][CH:4]=[C:3]1[C:15]1[CH:16]=[CH:17][C:18]([F:21])=[CH:19][CH:20]=1)(=[O:31])[CH3:30]. (7) The product is: [I:5][C:6]1[CH:11]=[C:10]2[C:9]([CH:13]=[N:1][NH:12]2)=[CH:8][CH:7]=1. Given the reactants [N:1]([O-])=O.[Na+].[I:5][C:6]1[CH:7]=[CH:8][C:9]([CH3:13])=[C:10]([NH2:12])[CH:11]=1, predict the reaction product.